Predict the product of the given reaction. From a dataset of Forward reaction prediction with 1.9M reactions from USPTO patents (1976-2016). (1) The product is: [CH2:36]([C:32]([S:38][CH2:39][CH2:40][CH2:41][CH2:42]/[CH:43]=[CH:44]\[CH2:45]/[CH:46]=[CH:47]\[CH2:48]/[CH:49]=[CH:50]\[CH2:51]/[CH:52]=[CH:53]\[CH2:54]/[CH:55]=[CH:56]\[CH2:57][CH3:58])([CH2:30][CH3:31])[C:33]([NH:69][C:67]1[CH:66]=[CH:65][C:63]([OH:64])=[C:62]([CH:68]=1)[C:61]([O:60][CH3:59])=[O:70])=[O:35])[CH3:37]. Given the reactants CN1CCOCC1.CN(C(ON1N=NC2C=CC=CC1=2)=[N+](C)C)C.[B-](F)(F)(F)F.[CH2:30]([C:32]([S:38][CH2:39][CH2:40][CH2:41][CH2:42]/[CH:43]=[CH:44]\[CH2:45]/[CH:46]=[CH:47]\[CH2:48]/[CH:49]=[CH:50]\[CH2:51]/[CH:52]=[CH:53]\[CH2:54]/[CH:55]=[CH:56]\[CH2:57][CH3:58])([CH2:36][CH3:37])[C:33]([OH:35])=O)[CH3:31].[CH3:59][O:60][C:61](=[O:70])[C:62]1[C:63](=[CH:65][CH:66]=[C:67]([NH2:69])[CH:68]=1)[OH:64], predict the reaction product. (2) The product is: [C:1]([S:20][CH2:21][CH2:22][N:23]1[CH:27]=[CH:26][N:25]=[C:24]1[S:28][CH2:29][C:30]([O-:32])=[O:31])([C:2]1[CH:7]=[CH:6][CH:5]=[CH:4][CH:3]=1)([C:8]1[CH:9]=[CH:10][CH:11]=[CH:12][CH:13]=1)[C:14]1[CH:15]=[CH:16][CH:17]=[CH:18][CH:19]=1.[Li+:36]. Given the reactants [C:1]([S:20][CH2:21][CH2:22][N:23]1[CH:27]=[CH:26][N:25]=[C:24]1[S:28][CH2:29][C:30]([O:32]C)=[O:31])([C:14]1[CH:19]=[CH:18][CH:17]=[CH:16][CH:15]=1)([C:8]1[CH:13]=[CH:12][CH:11]=[CH:10][CH:9]=1)[C:2]1[CH:7]=[CH:6][CH:5]=[CH:4][CH:3]=1.CO.[Li+:36].[OH-], predict the reaction product. (3) Given the reactants [F:1][C:2]1[CH:3]=[C:4]([CH:16]=[CH:17][C:18]=1[F:19])[O:5][C:6]1[N:11]=[CH:10][C:9]([C:12](=O)[CH3:13])=[CH:8][C:7]=1[CH3:15].[CH3:20][C:21]([S@:24]([NH2:26])=[O:25])([CH3:23])[CH3:22], predict the reaction product. The product is: [F:1][C:2]1[CH:3]=[C:4]([CH:16]=[CH:17][C:18]=1[F:19])[O:5][C:6]1[N:11]=[CH:10][C:9]([CH:12]([NH:26][S@@:24]([C:21]([CH3:23])([CH3:22])[CH3:20])=[O:25])[CH3:13])=[CH:8][C:7]=1[CH3:15].